From a dataset of Full USPTO retrosynthesis dataset with 1.9M reactions from patents (1976-2016). Predict the reactants needed to synthesize the given product. (1) Given the product [Cl:16][C:17]1[CH:18]=[CH:19][C:20]([S:23]([C:26](=[CH:11][C:10]2[C:9]3[C:4](=[CH:5][CH:6]=[C:7]([N+:13]([O-:15])=[O:14])[CH:8]=3)[NH:3][C:2]=2[CH3:1])[C:27]#[N:28])(=[O:24])=[O:25])=[CH:21][CH:22]=1, predict the reactants needed to synthesize it. The reactants are: [CH3:1][C:2]1[NH:3][C:4]2[C:9]([C:10]=1[CH:11]=O)=[CH:8][C:7]([N+:13]([O-:15])=[O:14])=[CH:6][CH:5]=2.[Cl:16][C:17]1[CH:22]=[CH:21][C:20]([S:23]([CH2:26][C:27]#[N:28])(=[O:25])=[O:24])=[CH:19][CH:18]=1. (2) Given the product [CH3:11][O:12][C:13](=[O:23])[C:14]1[CH:19]=[CH:18][C:17]([NH:20][CH:1]=[O:3])=[C:16]([O:21][CH3:22])[CH:15]=1, predict the reactants needed to synthesize it. The reactants are: [C:1](OC(=O)C)(=[O:3])C.C(O)=O.[CH3:11][O:12][C:13](=[O:23])[C:14]1[CH:19]=[CH:18][C:17]([NH2:20])=[C:16]([O:21][CH3:22])[CH:15]=1. (3) Given the product [CH3:26][O:25][C:3]1[CH:4]=[C:5]([CH:23]=[CH:24][C:2]=1[NH:1][S:28]([CH3:27])(=[O:30])=[O:29])[C:6]([C:8]1[N:16]2[C:11]([CH:12]=[CH:13][CH:14]=[CH:15]2)=[C:10]([C:17]([O:19][CH2:20][CH3:21])=[O:18])[C:9]=1[CH3:22])=[O:7], predict the reactants needed to synthesize it. The reactants are: [NH2:1][C:2]1[CH:24]=[CH:23][C:5]([C:6]([C:8]2[N:16]3[C:11]([CH:12]=[CH:13][CH:14]=[CH:15]3)=[C:10]([C:17]([O:19][CH2:20][CH3:21])=[O:18])[C:9]=2[CH3:22])=[O:7])=[CH:4][C:3]=1[O:25][CH3:26].[CH3:27][S:28](Cl)(=[O:30])=[O:29]. (4) Given the product [N:1]1(/[C:6](/[NH:7][C:23](=[O:24])[O:22][C:19]([CH3:21])([CH3:20])[CH3:18])=[N:8]\[C:9](=[O:15])[O:10][C:11]([CH3:12])([CH3:14])[CH3:13])[CH:5]=[CH:4][CH:3]=[N:2]1, predict the reactants needed to synthesize it. The reactants are: [N:1]1([C:6]([NH:8][C:9](=[O:15])[O:10][C:11]([CH3:14])([CH3:13])[CH3:12])=[NH:7])[CH:5]=[CH:4][CH:3]=[N:2]1.[H-].[Na+].[CH3:18][C:19]([O:22][C:23](O[C:23]([O:22][C:19]([CH3:21])([CH3:20])[CH3:18])=[O:24])=[O:24])([CH3:21])[CH3:20].C(O)(=O)C. (5) Given the product [CH2:14]([C:13]([C:18]1[C:26]2[C:21](=[C:22]([NH:27][S:28]([CH3:31])(=[O:29])=[O:30])[CH:23]=[CH:24][CH:25]=2)[NH:20][CH:19]=1)([C:10]1[CH:11]=[C:12]2[C:7]([CH:6]=[CH:5][NH:4]2)=[CH:8][CH:9]=1)[CH2:16][CH3:17])[CH3:15], predict the reactants needed to synthesize it. The reactants are: C([N:4]1[C:12]2[C:7](=[CH:8][CH:9]=[C:10]([C:13]([C:18]3[C:26]4[C:21](=[C:22]([NH:27][S:28]([CH3:31])(=[O:30])=[O:29])[CH:23]=[CH:24][CH:25]=4)[NH:20][CH:19]=3)([CH2:16][CH3:17])[CH2:14][CH3:15])[CH:11]=2)[CH:6]=[CH:5]1)(=O)C.CO.C1COCC1.O.[Li+].[OH-].